This data is from Full USPTO retrosynthesis dataset with 1.9M reactions from patents (1976-2016). The task is: Predict the reactants needed to synthesize the given product. (1) Given the product [Br:1][C:2]1[CH:3]=[CH:4][C:5]([S:8][C:9]2[N:13]([CH2:21][O:20][CH2:19][CH2:18][Si:17]([CH3:24])([CH3:23])[CH3:16])[N:12]=[N:11][CH:10]=2)=[CH:6][CH:7]=1, predict the reactants needed to synthesize it. The reactants are: [Br:1][C:2]1[CH:7]=[CH:6][C:5]([S:8][C:9]2[NH:13][N:12]=[N:11][CH:10]=2)=[CH:4][CH:3]=1.[H-].[Na+].[CH3:16][Si:17]([CH3:24])([CH3:23])[CH2:18][CH2:19][O:20][CH2:21]Cl. (2) Given the product [CH3:1][O:2][C:3](=[O:14])[C:4]1[CH:12]=[CH:11][C:7]([C:8]([NH:32][CH2:31][Si:28]([CH3:30])([CH3:29])[CH3:27])=[O:9])=[CH:6][C:5]=1[CH3:13], predict the reactants needed to synthesize it. The reactants are: [CH3:1][O:2][C:3](=[O:14])[C:4]1[CH:12]=[CH:11][C:7]([C:8](O)=[O:9])=[CH:6][C:5]=1[CH3:13].Cl.CN(C)CCCN=C=NCC.[CH3:27][Si:28]([CH2:31][NH2:32])([CH3:30])[CH3:29]. (3) Given the product [C:20]([O:19][C:17]([N:5]1[CH2:4][CH2:3][C:16]2[C:15]3[CH:14]=[CH:13][CH:12]=[CH:11][C:10]=3[N:9]([CH2:26][CH2:25][C:24]([OH:28])=[O:27])[C:8]=2[CH2:7][CH2:6]1)=[O:18])([CH3:23])([CH3:22])[CH3:21], predict the reactants needed to synthesize it. The reactants are: [H-].[Na+].[CH2:3]1[C:16]2[C:15]3[CH:14]=[CH:13][CH:12]=[CH:11][C:10]=3[NH:9][C:8]=2[CH2:7][CH2:6][N:5]([C:17]([O:19][C:20]([CH3:23])([CH3:22])[CH3:21])=[O:18])[CH2:4]1.[C:24]1(=[O:28])[O:27][CH2:26][CH2:25]1.C([O-])([O-])=O.[K+].[K+]. (4) Given the product [F:30][C:24]1[C:25]([F:29])=[CH:26][CH:27]=[CH:28][C:23]=1[C:21]1[N:22]=[C:17]2[CH:16]=[N:15][N:14]([CH2:13][C:11]3[O:10][N:9]=[C:8]([C:5]4[CH:6]=[CH:7][C:2]([CH2:36][CH:37]([CH3:39])[CH3:38])=[CH:3][C:4]=4[C:31]([F:34])([F:33])[F:32])[CH:12]=3)[CH:19]=[C:18]2[N:20]=1, predict the reactants needed to synthesize it. The reactants are: Br[C:2]1[CH:7]=[CH:6][C:5]([C:8]2[CH:12]=[C:11]([CH2:13][N:14]3[CH:19]=[C:18]4[N:20]=[C:21]([C:23]5[CH:28]=[CH:27][CH:26]=[C:25]([F:29])[C:24]=5[F:30])[N:22]=[C:17]4[CH:16]=[N:15]3)[O:10][N:9]=2)=[C:4]([C:31]([F:34])([F:33])[F:32])[CH:3]=1.[Br-].[CH2:36]([Zn+])[CH:37]([CH3:39])[CH3:38]. (5) Given the product [CH2:1]([O:8][C:9](=[O:42])[C@@H:10]([NH:22][C:23](=[O:41])[C:24]1[CH:29]=[CH:28][C:27]([N:30]2[CH2:31][CH2:32][CH:33]([CH:36]=[O:37])[CH2:34][CH2:35]2)=[CH:26][CH:25]=1)[CH2:11][C:12]([O:14][CH2:15][C:16]1[CH:21]=[CH:20][CH:19]=[CH:18][CH:17]=1)=[O:13])[C:2]1[CH:7]=[CH:6][CH:5]=[CH:4][CH:3]=1, predict the reactants needed to synthesize it. The reactants are: [CH2:1]([O:8][C:9](=[O:42])[C@@H:10]([NH:22][C:23](=[O:41])[C:24]1[CH:29]=[CH:28][C:27]([N:30]2[CH2:35][CH2:34][CH:33]([CH:36](OC)[O:37]C)[CH2:32][CH2:31]2)=[CH:26][CH:25]=1)[CH2:11][C:12]([O:14][CH2:15][C:16]1[CH:21]=[CH:20][CH:19]=[CH:18][CH:17]=1)=[O:13])[C:2]1[CH:7]=[CH:6][CH:5]=[CH:4][CH:3]=1.FC(F)(F)C(O)=O. (6) Given the product [C:44]([O:37][C@@H:36]([CH2:38][CH2:41][CH3:42])[CH2:35][CH2:34][C@@H:33]1[C@H:22]2[CH2:23][C:24]3[C:29]([CH2:30][C@H:21]2[CH2:20][C@H:19]1[O:18][Si:5]([C:1]([CH3:4])([CH3:2])[CH3:3])([C:6]1[CH:11]=[CH:10][CH:9]=[CH:8][CH:7]=1)[C:12]1[CH:13]=[CH:14][CH:15]=[CH:16][CH:17]=1)=[C:28]([O:31][CH3:32])[CH:27]=[CH:26][CH:25]=3)(=[O:46])[CH3:45], predict the reactants needed to synthesize it. The reactants are: [C:1]([Si:5]([O:18][C@H:19]1[C@H:33]([CH2:34][CH2:35][C@@H:36]2[CH2:38][O:37]2)[C@H:22]2[CH2:23][C:24]3[C:29]([CH2:30][C@H:21]2[CH2:20]1)=[C:28]([O:31][CH3:32])[CH:27]=[CH:26][CH:25]=3)([C:12]1[CH:17]=[CH:16][CH:15]=[CH:14][CH:13]=1)[C:6]1[CH:11]=[CH:10][CH:9]=[CH:8][CH:7]=1)([CH3:4])([CH3:3])[CH3:2].C([Li])C[CH2:41][CH3:42].[C:44](OCC)(=[O:46])[CH3:45].C(OCC)(=O)C.CCCCCCC. (7) Given the product [Br:1][C:2]1[CH:7]=[CH:6][C:5]([S:8]([N:14]([CH2:12][CH3:13])[CH3:15])(=[O:10])=[O:9])=[CH:4][CH:3]=1, predict the reactants needed to synthesize it. The reactants are: [Br:1][C:2]1[CH:7]=[CH:6][C:5]([S:8](Cl)(=[O:10])=[O:9])=[CH:4][CH:3]=1.[CH2:12]([NH:14][CH3:15])[CH3:13].